From a dataset of Full USPTO retrosynthesis dataset with 1.9M reactions from patents (1976-2016). Predict the reactants needed to synthesize the given product. (1) Given the product [Cl:1][C:2]1[C:3]([NH2:13])=[C:4]([CH:9]=[C:10]([Cl:12])[CH:11]=1)[C:5]([NH:14][O:15][CH2:16][CH2:17][OH:18])=[O:7], predict the reactants needed to synthesize it. The reactants are: [Cl:1][C:2]1[C:3]([NH2:13])=[C:4]([CH:9]=[C:10]([Cl:12])[CH:11]=1)[C:5]([O:7]C)=O.[NH2:14][O:15][CH2:16][CH2:17][OH:18].C[O-].[Na+].Cl. (2) The reactants are: [CH3:1][N:2]1[C:10]2[CH:9]3[CH2:11][CH2:12][CH:6]([CH2:7][CH2:8]3)[C:5]=2[C:4]([CH:13]=[O:14])=[N:3]1.[Br:15][C@H:16]1[C:22](=[O:23])[N:21]2[C@@H:17]1[S:18][CH:19]=[C:20]2[C:24]([O:26][CH2:27][C:28]1[CH:33]=[CH:32][C:31]([N+:34]([O-:36])=[O:35])=[CH:30][CH:29]=1)=[O:25].[CH3:37][CH2:38][O:39]CC.[Mg+2].[Br-].[Br-].CCN(CC)CC.[Al].C(OC(=O)C)(=O)C. Given the product [C:38]([O:14][CH:13]([C:4]1[C:5]2[CH:6]3[CH2:12][CH2:11][CH:9]([CH2:8][CH2:7]3)[C:10]=2[N:2]([CH3:1])[N:3]=1)[C:16]1([Br:15])[C:22](=[O:23])[N:21]2[C@@H:17]1[S:18][CH:19]=[C:20]2[C:24]([O:26][CH2:27][C:28]1[CH:33]=[CH:32][C:31]([N+:34]([O-:36])=[O:35])=[CH:30][CH:29]=1)=[O:25])(=[O:39])[CH3:37], predict the reactants needed to synthesize it. (3) Given the product [Cl:4][C:5]1[C:6]([N:11]2[C:15]([CH2:16][C:17]3[C:22]([CH2:23][CH2:24][CH3:25])=[N:21][C:20]([CH3:27])=[CH:19][N:18]=3)=[CH:14][CH:13]=[N:12]2)=[N:7][CH:8]=[CH:9][CH:10]=1, predict the reactants needed to synthesize it. The reactants are: O.NN.[Cl:4][C:5]1[C:6]([N:11]2[C:15]([CH2:16][C:17]3[C:22]([CH2:23][CH2:24][CH3:25])=[N:21][C:20](Cl)=[CH:19][N:18]=3)=[CH:14][CH:13]=[N:12]2)=[N:7][CH:8]=[CH:9][CH:10]=1.[CH3:27]CO. (4) Given the product [Br:1][C:2]1[S:6][CH:5]=[C:4]([C:7]([N:15]2[CH2:16][CH2:17][CH2:18][C:12]([CH3:19])([CH3:11])[CH2:13][CH2:14]2)=[O:9])[CH:3]=1, predict the reactants needed to synthesize it. The reactants are: [Br:1][C:2]1[S:6][CH:5]=[C:4]([C:7]([OH:9])=O)[CH:3]=1.Cl.[CH3:11][C:12]1([CH3:19])[CH2:18][CH2:17][CH2:16][NH:15][CH2:14][CH2:13]1.C(N(CC)CC)C.CN(C(ON1N=NC2C=CC=NC1=2)=[N+](C)C)C.F[P-](F)(F)(F)(F)F. (5) The reactants are: C([O:8][C:9]([C:11]1([CH:17]=[CH2:18])[CH2:16][CH2:15][CH2:14][O:13][CH2:12]1)=[O:10])C1C=CC=CC=1.O.[OH-].[Li+]. Given the product [CH:17]([C:11]1([C:9]([OH:10])=[O:8])[CH2:16][CH2:15][CH2:14][O:13][CH2:12]1)=[CH2:18], predict the reactants needed to synthesize it. (6) Given the product [Cl:1][C:2]1[CH:3]=[C:4]([N:10]2[C:14]([CH3:15])=[C:13]([CH2:16][C:17]3[CH:18]=[CH:19][C:20]([C:21]([N:30]4[CH2:31][CH2:32][C@H:28]([OH:27])[CH2:29]4)=[O:23])=[CH:24][CH:25]=3)[C:12]([CH3:26])=[N:11]2)[CH:5]=[CH:6][C:7]=1[C:8]#[N:9], predict the reactants needed to synthesize it. The reactants are: [Cl:1][C:2]1[CH:3]=[C:4]([N:10]2[C:14]([CH3:15])=[C:13]([CH2:16][C:17]3[CH:25]=[CH:24][C:20]([C:21]([OH:23])=O)=[CH:19][CH:18]=3)[C:12]([CH3:26])=[N:11]2)[CH:5]=[CH:6][C:7]=1[C:8]#[N:9].[OH:27][C@H:28]1[CH2:32][CH2:31][NH:30][CH2:29]1. (7) Given the product [OH:13][C@@H:14]([C@H:16]1[C:36](=[O:37])[N:18]2[C:19]([C:33]([O:35][CH2:7][O:6][C:5]([N:4]([CH:10]([CH3:12])[CH3:11])[CH:1]([CH3:3])[CH3:2])=[O:9])=[O:34])=[C:20]([S:23]/[CH:24]=[CH:25]\[C:26]3[S:30][CH:29]=[N:28][C:27]=3[CH2:31][OH:32])[C@H:21]([CH3:22])[C@H:17]12)[CH3:15], predict the reactants needed to synthesize it. The reactants are: [CH:1]([N:4]([CH:10]([CH3:12])[CH3:11])[C:5](=[O:9])[O:6][CH2:7]Cl)([CH3:3])[CH3:2].[OH:13][C@@H:14]([C@H:16]1[C:36](=[O:37])[N:18]2[C:19]([C:33]([O-:35])=[O:34])=[C:20]([S:23]/[CH:24]=[CH:25]\[C:26]3[S:30][CH:29]=[N:28][C:27]=3[CH2:31][OH:32])[C@H:21]([CH3:22])[C@H:17]12)[CH3:15].[Na+]. (8) Given the product [OH:21][CH2:20][C:11]1([C:14]2[CH:19]=[CH:18][CH:17]=[CH:16][N:15]=2)[CH2:10][CH2:9][N:8]([C:30]([O:32][C:33]([CH3:34])([CH3:35])[CH3:36])=[O:31])[CH2:13][CH2:12]1, predict the reactants needed to synthesize it. The reactants are: C([N:8]1[CH2:13][CH2:12][C:11]([CH2:20][OH:21])([C:14]2[CH:19]=[CH:18][CH:17]=[CH:16][N:15]=2)[CH2:10][CH2:9]1)C1C=CC=CC=1.[C:33]([O:32][C:30](O[C:30]([O:32][C:33]([CH3:36])([CH3:35])[CH3:34])=[O:31])=[O:31])([CH3:36])([CH3:35])[CH3:34]. (9) Given the product [C:1]([OH:8])(=[O:7])[CH:2]=[CH2:3].[NH2:17][C:9]([O:13][CH2:14][CH3:15])=[O:12], predict the reactants needed to synthesize it. The reactants are: [C:1]1(=[O:8])[O:7]CCC[CH2:3][CH2:2]1.[C:9]([O:13][CH2:14][CH2:15]O)(=[O:12])C=C.[N-:17]=C=O.